From a dataset of Forward reaction prediction with 1.9M reactions from USPTO patents (1976-2016). Predict the product of the given reaction. (1) Given the reactants [C:1]([C:4]1[CH:5]=[C:6](C=C(C(=O)N(CCC)CCC)C=1)[C:7]([OH:9])=O)(=[O:3])[CH3:2].CN(C(ON1N=N[C:32]2[CH:33]=[CH:34][CH:35]=N[C:31]1=2)=[N+](C)C)C.F[P-](F)(F)(F)(F)F.CC[N:48]([CH:52]([CH3:54])[CH3:53])[CH:49]([CH3:51])C.[CH3:55][O:56][C:57]1[CH:58]=[C:59]([CH:83]=[CH:84][CH:85]=1)[CH2:60][N:61]([CH2:69][C@@H:70]([OH:82])[C@@H:71]([NH2:81])[CH2:72][C:73]1[CH:78]=[C:77]([F:79])[CH:76]=[C:75]([F:80])[CH:74]=1)[C:62](=[O:68])[O:63][C:64]([CH3:67])([CH3:66])[CH3:65].CN(C=[O:90])C, predict the reaction product. The product is: [CH3:55][O:56][C:57]1[CH:58]=[C:59]([CH:83]=[CH:84][CH:85]=1)[CH2:60][N:61]([CH2:69][C@@H:70]([OH:82])[C@@H:71]([NH:81][C:7](=[O:9])[C:6]1[CH:53]=[C:52]([NH:48][C:49](=[O:90])[C:51]2[CH:35]=[CH:34][CH:33]=[CH:32][CH:31]=2)[CH:54]=[C:4]([C:1](=[O:3])[CH3:2])[CH:5]=1)[CH2:72][C:73]1[CH:74]=[C:75]([F:80])[CH:76]=[C:77]([F:79])[CH:78]=1)[C:62](=[O:68])[O:63][C:64]([CH3:67])([CH3:65])[CH3:66]. (2) Given the reactants Br[C:2]1[N:3]=[C:4]([C:23]2[N:27]=[C:26]([CH3:28])[O:25][N:24]=2)[C:5]([N:8]([C:16]([O:18][C:19]([CH3:22])([CH3:21])[CH3:20])=[O:17])[C:9](=[O:15])[O:10][C:11]([CH3:14])([CH3:13])[CH3:12])=[N:6][CH:7]=1.[NH:29]1[CH2:34][CH2:33][NH:32][CH2:31][CH2:30]1, predict the reaction product. The product is: [CH3:28][C:26]1[O:25][N:24]=[C:23]([C:4]2[C:5]([N:8]([C:16]([O:18][C:19]([CH3:22])([CH3:21])[CH3:20])=[O:17])[C:9](=[O:15])[O:10][C:11]([CH3:14])([CH3:13])[CH3:12])=[N:6][CH:7]=[C:2]([N:29]3[CH2:34][CH2:33][NH:32][CH2:31][CH2:30]3)[N:3]=2)[N:27]=1. (3) Given the reactants CC(C)N=C=NC(C)C.O[CH2:11][CH2:12][C:13]([O:15]C(C)(C)C)=[O:14].[CH3:20][CH2:21][N:22]1[C:26]([C:27]2[CH:32]=[CH:31][C:30]([Cl:33])=[CH:29][CH:28]=2)=[C:25]([C:34]2[CH:39]=[CH:38][CH:37]=[C:36]([N:40]3[CH2:45][CH2:44][N:43]([C:46]4[CH:51]=[CH:50][C:49]([NH:52][S:53]([C:56]5[CH:61]=[CH:60][C:59]([NH:62][C@@H:63]([CH2:73][S:74][C:75]6[CH:80]=[CH:79][CH:78]=[CH:77][CH:76]=6)[CH2:64][CH2:65][N:66]6[CH2:71][CH2:70][CH:69]([OH:72])[CH2:68][CH2:67]6)=[C:58]([S:81]([C:84]([F:87])([F:86])[F:85])(=[O:83])=[O:82])[CH:57]=5)(=[O:55])=[O:54])=[CH:48][CH:47]=4)[CH2:42][CH2:41]3)[CH:35]=2)[C:24]([C:88]([OH:90])=[O:89])=[C:23]1[CH3:91], predict the reaction product. The product is: [Cl:33][C:30]1[CH:31]=[CH:32][C:27]([C:26]2[N:22]([CH2:21][CH3:20])[C:23]([CH3:91])=[C:24]([C:88]([O:90][CH2:11][CH2:12][C:13]([OH:15])=[O:14])=[O:89])[C:25]=2[C:34]2[CH:39]=[CH:38][CH:37]=[C:36]([N:40]3[CH2:41][CH2:42][N:43]([C:46]4[CH:47]=[CH:48][C:49]([NH:52][S:53]([C:56]5[CH:61]=[CH:60][C:59]([NH:62][C@H:63]([CH2:64][CH2:65][N:66]6[CH2:67][CH2:68][CH:69]([OH:72])[CH2:70][CH2:71]6)[CH2:73][S:74][C:75]6[CH:76]=[CH:77][CH:78]=[CH:79][CH:80]=6)=[C:58]([S:81]([C:84]([F:85])([F:86])[F:87])(=[O:82])=[O:83])[CH:57]=5)(=[O:55])=[O:54])=[CH:50][CH:51]=4)[CH2:44][CH2:45]3)[CH:35]=2)=[CH:28][CH:29]=1. (4) Given the reactants C1(P(C2C=CC=CC=2)C2C=CC=CC=2)C=CC=CC=1.[C:20]([Br:24])(Br)(Br)[Br:21].[CH3:25][C:26]([CH3:35])([CH3:34])[CH2:27][CH:28]1[CH2:31][CH:30]([CH:32]=O)[CH2:29]1.C(=O)([O-])[O-].[Na+].[Na+], predict the reaction product. The product is: [Br:21][C:20]([Br:24])=[CH:32][CH:30]1[CH2:31][CH:28]([CH2:27][C:26]([CH3:35])([CH3:34])[CH3:25])[CH2:29]1. (5) Given the reactants C(O[C:4]([C:6]1[CH2:11][C:10]([F:13])([F:12])[CH2:9][CH2:8][C:7]=1O)=[O:5])C.[Cl:15][C:16]1[S:20][C:19]([C:21](=[NH:23])[NH2:22])=[CH:18][CH:17]=1.C(=O)([O-])[O-].[Cs+].[Cs+].[Cl-].[Na+], predict the reaction product. The product is: [Cl:15][C:16]1[S:20][C:19]([C:21]2[NH:23][C:4](=[O:5])[C:6]3[CH2:11][C:10]([F:12])([F:13])[CH2:9][CH2:8][C:7]=3[N:22]=2)=[CH:18][CH:17]=1. (6) Given the reactants [NH2:1][C:2]1[CH:3]=[CH:4][C:5]([O:8][CH3:9])=[N:6][CH:7]=1.CCN(C(C)C)C(C)C.[C:19]1([CH3:29])[C:20]([S:25](Cl)(=[O:27])=[O:26])=[CH:21][CH:22]=[CH:23][CH:24]=1.Cl, predict the reaction product. The product is: [CH3:9][O:8][C:5]1[N:6]=[CH:7][C:2]([NH:1][S:25]([C:20]2[CH:21]=[CH:22][CH:23]=[CH:24][C:19]=2[CH3:29])(=[O:27])=[O:26])=[CH:3][CH:4]=1.